Dataset: Catalyst prediction with 721,799 reactions and 888 catalyst types from USPTO. Task: Predict which catalyst facilitates the given reaction. (1) The catalyst class is: 110. Reactant: Br[C:2]1[CH:3]=[C:4]([S:8]([N:11]2[CH2:16][CH2:15][N:14]([C:17]3[CH:22]=[CH:21][C:20]([F:23])=[CH:19][C:18]=3[C:24]([F:27])([F:26])[F:25])[CH2:13][C@H:12]2[CH3:28])(=[O:10])=[O:9])[CH:5]=[CH:6][CH:7]=1.C[C:30]([O-])([CH3:32])C.[Na+]. Product: [F:23][C:20]1[CH:21]=[CH:22][C:17]([N:14]2[CH2:15][CH2:16][N:11]([S:8]([C:4]3[CH:5]=[CH:6][CH:7]=[C:2]([N:14]4[CH2:32][CH2:30][N:11]([CH3:16])[CH2:12][CH2:13]4)[CH:3]=3)(=[O:10])=[O:9])[C@H:12]([CH3:28])[CH2:13]2)=[C:18]([C:24]([F:27])([F:26])[F:25])[CH:19]=1. (2) Reactant: [CH2:1](Br)[C:2]#[CH:3].[O:5]=[CH:6][C:7]1[CH:15]=[CH:14][C:12]([OH:13])=[C:9]([O:10][CH3:11])[CH:8]=1.C(=O)([O-])[O-].[K+].[K+]. Product: [CH3:11][O:10][C:9]1[CH:8]=[C:7]([CH:15]=[CH:14][C:12]=1[O:13][CH2:3][C:2]#[CH:1])[CH:6]=[O:5]. The catalyst class is: 21. (3) Reactant: [CH3:1][N:2]([CH2:4]N(C)C)[CH3:3].[F:8][C:9]([F:22])([F:21])[O:10][C:11]1[CH:12]=[C:13]2[C:17](=[CH:18][CH:19]=1)[C:16](=[O:20])[CH2:15][CH2:14]2.C([Cl:26])(=O)C. Product: [ClH:26].[CH3:1][N:2]([CH2:4][CH:15]1[CH2:14][C:13]2[C:17](=[CH:18][CH:19]=[C:11]([O:10][C:9]([F:22])([F:8])[F:21])[CH:12]=2)[C:16]1=[O:20])[CH3:3]. The catalyst class is: 10. (4) Reactant: [CH3:1][N:2]1[CH2:7][CH2:6][N:5]([C:8]([O:10][C@@H:11]2[N:20]([C:21]3[CH:22]=[CH:23][C:24]([Cl:27])=[CH:25][N:26]=3)[C:18](=[O:19])[C:13]3[N:14]=[CH:15][CH:16]=[N:17][C:12]2=3)=[O:9])[CH2:4][CH2:3]1.[S:28](=[O:32])(=[O:31])([OH:30])[OH:29].CN1CCN(C(OC2N(C3C=CC(Cl)=CN=3)C(=O)C3N=CC=NC2=3)=O)CC1. Product: [CH3:1][N:2]1[CH2:7][CH2:6][N:5]([C:8]([O:10][C@@H:11]2[N:20]([C:21]3[CH:22]=[CH:23][C:24]([Cl:27])=[CH:25][N:26]=3)[C:18](=[O:19])[C:13]3[N:14]=[CH:15][CH:16]=[N:17][C:12]2=3)=[O:9])[CH2:4][CH2:3]1.[S:28]([O-:32])([O-:31])(=[O:30])=[O:29]. The catalyst class is: 13. (5) Reactant: [Br:1][CH2:2][CH2:3][OH:4].N1C=CN=C1.[Si:10](Cl)([C:23]([CH3:26])([CH3:25])[CH3:24])([C:17]1[CH:22]=[CH:21][CH:20]=[CH:19][CH:18]=1)[C:11]1[CH:16]=[CH:15][CH:14]=[CH:13][CH:12]=1.O. Product: [Br:1][CH2:2][CH2:3][O:4][Si:10]([C:23]([CH3:26])([CH3:25])[CH3:24])([C:17]1[CH:18]=[CH:19][CH:20]=[CH:21][CH:22]=1)[C:11]1[CH:16]=[CH:15][CH:14]=[CH:13][CH:12]=1. The catalyst class is: 3. (6) Reactant: C([Sn](CCCC)(CCCC)/[CH:6]=[CH:7]\[O:8][CH2:9][CH3:10])CCC.[CH2:19]([O:26][C:27](=[O:41])[NH:28][CH2:29][CH2:30][CH2:31][NH:32][C:33]1[C:38](Br)=[CH:37][N:36]=[C:35]([Cl:40])[N:34]=1)[C:20]1[CH:25]=[CH:24][CH:23]=[CH:22][CH:21]=1. Product: [CH2:19]([O:26][C:27](=[O:41])[NH:28][CH2:29][CH2:30][CH2:31][NH:32][C:33]1[C:38](/[CH:6]=[CH:7]\[O:8][CH2:9][CH3:10])=[CH:37][N:36]=[C:35]([Cl:40])[N:34]=1)[C:20]1[CH:21]=[CH:22][CH:23]=[CH:24][CH:25]=1. The catalyst class is: 109. (7) Reactant: C(O)(C(F)(F)F)=O.[F:8][C:9]1([F:46])[CH2:11][CH:10]1[C:12]([NH:14][C:15]1[CH:16]=[C:17]2[C:21](=[CH:22][CH:23]=1)[N:20](C1CCCCO1)[N:19]=[C:18]2[C:30]1[NH:34][C:33]2[CH:35]=[C:36]([CH2:39][N:40]3[CH2:45][CH2:44][O:43][CH2:42][CH2:41]3)[CH:37]=[CH:38][C:32]=2[N:31]=1)=[O:13]. Product: [F:46][C:9]1([F:8])[CH2:11][CH:10]1[C:12]([NH:14][C:15]1[CH:16]=[C:17]2[C:21](=[CH:22][CH:23]=1)[NH:20][N:19]=[C:18]2[C:30]1[NH:31][C:32]2[CH:38]=[CH:37][C:36]([CH2:39][N:40]3[CH2:41][CH2:42][O:43][CH2:44][CH2:45]3)=[CH:35][C:33]=2[N:34]=1)=[O:13]. The catalyst class is: 2. (8) Reactant: [N:1]1[CH:6]=[CH:5][CH:4]=[N:3][C:2]=1[NH:7][CH2:8][CH2:9][CH2:10][O:11][C:12]1[CH:28]=[CH:27][C:15]2[CH2:16][CH:17]([CH2:22][C:23]([O:25]C)=[O:24])[C:18](=[O:21])[NH:19][CH2:20][C:14]=2[CH:13]=1.O.[OH-].[Li+]. Product: [N:1]1[CH:6]=[CH:5][CH:4]=[N:3][C:2]=1[NH:7][CH2:8][CH2:9][CH2:10][O:11][C:12]1[CH:28]=[CH:27][C:15]2[CH2:16][CH:17]([CH2:22][C:23]([OH:25])=[O:24])[C:18](=[O:21])[NH:19][CH2:20][C:14]=2[CH:13]=1. The catalyst class is: 20.